Dataset: Full USPTO retrosynthesis dataset with 1.9M reactions from patents (1976-2016). Task: Predict the reactants needed to synthesize the given product. (1) Given the product [O:41]=[C:37]1[NH:36][C:35]2[CH:42]=[C:31]([NH:30][C:2]3[C:3]4[NH:20][N:19]=[CH:18][C:4]=4[N:5]=[C:6]([C:8]4[CH:9]=[C:10]([CH:15]=[CH:16][CH:17]=4)[C:11]([O:13][CH3:14])=[O:12])[N:7]=3)[CH:32]=[CH:33][C:34]=2[CH2:40][CH2:39][CH2:38]1, predict the reactants needed to synthesize it. The reactants are: Cl[C:2]1[C:3]2[C:4](=[CH:18][N:19](CC3C=CC(OC)=CC=3)[N:20]=2)[N:5]=[C:6]([C:8]2[CH:9]=[C:10]([CH:15]=[CH:16][CH:17]=2)[C:11]([O:13][CH3:14])=[O:12])[N:7]=1.[NH2:30][C:31]1[CH:32]=[CH:33][C:34]2[CH2:40][CH2:39][CH2:38][C:37](=[O:41])[NH:36][C:35]=2[CH:42]=1.Cl. (2) Given the product [N:21]1([CH2:20][CH2:19][CH2:18][O:17][C:11]2[CH:10]=[C:9]3[C:14]([C:5]([O:4][C:3]4[CH:28]=[CH:29][C:30]([NH:32][C:33](=[S:34])[NH:36][NH2:37])=[CH:31][C:2]=4[F:1])=[CH:6][CH:7]=[N:8]3)=[CH:13][C:12]=2[O:15][CH3:16])[CH2:26][CH2:25][CH2:24][CH2:23][CH2:22]1, predict the reactants needed to synthesize it. The reactants are: [F:1][C:2]1[CH:31]=[C:30]([N:32]=[C:33]=[S:34])[CH:29]=[CH:28][C:3]=1[O:4][C:5]1[C:14]2[C:9](=[CH:10][C:11]([O:17][CH2:18][CH2:19][CH2:20][N:21]3[CH2:26][CH2:25][CH2:24][CH2:23][CH2:22]3)=[C:12]([O:15][CH3:16])[CH:13]=2)[NH:8][C:7](=O)[CH:6]=1.O.[NH2:36][NH2:37]. (3) Given the product [CH2:1]([N:22]1[CH:10]=[C:9]([C:11]2[S:15][C:14]([C:16](=[O:21])[C:17]([F:19])([F:18])[F:20])=[CH:13][CH:12]=2)[N:24]=[N:23]1)[C:2]1[CH:7]=[CH:6][CH:5]=[CH:4][CH:3]=1, predict the reactants needed to synthesize it. The reactants are: [CH2:1](Br)[C:2]1[CH:7]=[CH:6][CH:5]=[CH:4][CH:3]=1.[C:9]([C:11]1[S:15][C:14]([C:16](=[O:21])[C:17]([F:20])([F:19])[F:18])=[CH:13][CH:12]=1)#[CH:10].[N-:22]=[N+:23]=[N-:24].[Na+].CC(O)(C)C. (4) Given the product [NH:42]1[C:43]2[CH:48]=[CH:47][CH:46]=[CH:45][C:44]=2[N:49]=[C:12]1[CH:11]([NH:10][C:8](=[O:9])[O:7][C:3]([CH3:6])([CH3:5])[CH3:4])[CH2:15][C:16]1[CH:21]=[C:20]([F:22])[C:19]([O:23][CH3:24])=[CH:18][C:17]=1[F:25], predict the reactants needed to synthesize it. The reactants are: N#N.[C:3]([O:7][C:8]([NH:10][CH:11]([CH2:15][C:16]1[CH:21]=[C:20]([F:22])[C:19]([O:23][CH3:24])=[CH:18][C:17]=1[F:25])[C:12](O)=O)=[O:9])([CH3:6])([CH3:5])[CH3:4].C(N1CCOCC1)C.CN(C(O[N:42]1N=[N:49][C:44]2[CH:45]=[CH:46][CH:47]=[CH:48][C:43]1=2)=[N+](C)C)C.[B-](F)(F)(F)F.C1(N)C(N)=CC=CC=1. (5) Given the product [N:11]1([C:3]([CH:4]2[NH:5][C:6](=[O:9])[CH2:7][CH2:8]2)=[O:10])[CH2:16][CH2:15][O:14][CH2:13][CH2:12]1, predict the reactants needed to synthesize it. The reactants are: CO[C:3](=[O:10])[C@@H:4]1[CH2:8][CH2:7][C:6](=[O:9])[NH:5]1.[NH:11]1[CH2:16][CH2:15][O:14][CH2:13][CH2:12]1. (6) Given the product [CH3:1][NH:2][C:3]([C:5]1[C:6]([C:14]2[CH:19]=[CH:18][CH:17]=[CH:16][CH:15]=2)=[N:7][O:8][C:9]=1[C:10]([OH:12])=[O:11])=[O:4], predict the reactants needed to synthesize it. The reactants are: [CH3:1][NH:2][C:3]([C:5]1[C:6]([C:14]2[CH:19]=[CH:18][CH:17]=[CH:16][CH:15]=2)=[N:7][O:8][C:9]=1[C:10]([O:12]C)=[O:11])=[O:4].[Li+].[OH-]. (7) The reactants are: [OH:1][CH2:2][C:3]1[NH:7][C:6]([C:8]2[CH:9]=[C:10]([NH:14][C:15](=[O:17])[CH3:16])[CH:11]=[CH:12][CH:13]=2)=[N:5][C:4]=1[CH3:18]. Given the product [CH:2]([C:3]1[NH:7][C:6]([C:8]2[CH:9]=[C:10]([NH:14][C:15](=[O:17])[CH3:16])[CH:11]=[CH:12][CH:13]=2)=[N:5][C:4]=1[CH3:18])=[O:1], predict the reactants needed to synthesize it. (8) Given the product [Cl:1][C:2]1[CH:3]=[C:4]([S:9]([NH:13][C:14]2[CH:15]=[C:16]3[C:21](=[CH:22][CH:23]=2)[C:20]([C:24]([OH:26])=[O:25])=[CH:19][CH:18]=[CH:17]3)(=[O:11])=[O:10])[CH:5]=[C:6]([Cl:8])[CH:7]=1, predict the reactants needed to synthesize it. The reactants are: [Cl:1][C:2]1[CH:3]=[C:4]([S:9](Cl)(=[O:11])=[O:10])[CH:5]=[C:6]([Cl:8])[CH:7]=1.[NH2:13][C:14]1[CH:15]=[C:16]2[C:21](=[CH:22][CH:23]=1)[C:20]([C:24]([OH:26])=[O:25])=[CH:19][CH:18]=[CH:17]2. (9) Given the product [NH2:19][C@@H:17]([CH3:18])[C:16]([N:13]1[CH2:14][CH2:15][CH:10]([CH2:9][CH2:8][C:7]2[C:2]([NH2:1])=[N:3][C:4]([CH3:29])=[N:5][C:6]=2[Cl:28])[CH2:11][CH2:12]1)=[O:27], predict the reactants needed to synthesize it. The reactants are: [NH2:1][C:2]1[C:7]([CH2:8][CH2:9][CH:10]2[CH2:15][CH2:14][N:13]([C:16](=[O:27])[C@@H:17]([NH:19]C(=O)OC(C)(C)C)[CH3:18])[CH2:12][CH2:11]2)=[C:6]([Cl:28])[N:5]=[C:4]([CH3:29])[N:3]=1.C(O)(C(F)(F)F)=O.CO.O.